From a dataset of Human liver microsome stability data. Regression/Classification. Given a drug SMILES string, predict its absorption, distribution, metabolism, or excretion properties. Task type varies by dataset: regression for continuous measurements (e.g., permeability, clearance, half-life) or binary classification for categorical outcomes (e.g., BBB penetration, CYP inhibition). Dataset: hlm. (1) The compound is CC(C)CCn1nc(C2CCC2)c(O)c(C2=NS(=O)(=O)c3cc(NS(C)(=O)=O)ccc3N2)c1=O. The result is 1 (stable in human liver microsomes). (2) The molecule is O=S(=O)(Nc1cccc(CO)c1)c1ccc(-c2ccc(F)cc2F)cc1. The result is 1 (stable in human liver microsomes). (3) The drug is CC(C)(C)OC(=O)N1Cc2ccc(/C=C/C(=O)NO)cc2C1. The result is 0 (unstable in human liver microsomes). (4) The compound is CC(=NC1CCN(C(C)C)CC1)Nc1ccnc2cc(Cl)ccc12. The result is 0 (unstable in human liver microsomes). (5) The drug is COc1cccc(CN(C2CCOCC2)[C@H]2CCNC2)c1C. The result is 0 (unstable in human liver microsomes). (6) The compound is COc1ccc2[nH]c(SCC3CCCCC3)nc2c1. The result is 1 (stable in human liver microsomes). (7) The drug is COc1cc2c(N3CCN(C(=O)c4ccccc4)CC3)nc(N(C)C)nc2cc1OCCCN1CCCC1. The result is 0 (unstable in human liver microsomes). (8) The compound is CC(C)(C)C[C@H]1N[C@@H](C(=O)NCC[C@H](O)CO)[C@H](c2cccc(Cl)c2)[C@@]12C(=O)Nc1cc(Cl)c(F)cc12. The result is 0 (unstable in human liver microsomes). (9) The molecule is CCCn1nc(C(=O)N[C@@H](CCC2CCCCC2)CC(=O)NC2CCC2)cc1-c1c(OC)cccc1OC. The result is 1 (stable in human liver microsomes). (10) The molecule is C/C(CCCCN1C(=O)C(CCOc2ccccc2CC(=O)O)Oc2ccccc21)=N\O. The result is 0 (unstable in human liver microsomes).